This data is from Full USPTO retrosynthesis dataset with 1.9M reactions from patents (1976-2016). The task is: Predict the reactants needed to synthesize the given product. (1) Given the product [S:60]1[CH2:59][CH2:58][N:57]=[C:55]1[C:41]1[NH:42][C:43]2[C:39]([CH:40]=1)=[CH:38][C:37]([CH3:36])=[CH:45][C:44]=2[NH:46][S:47]([C:50]1[S:51][CH:52]=[CH:53][CH:54]=1)(=[O:49])=[O:48], predict the reactants needed to synthesize it. The reactants are: C1(P(=O)(C2C=CC=CC=2)C2C=CC=CC=2)C=CC=CC=1.FC(F)(F)S(OS(C(F)(F)F)(=O)=O)(=O)=O.[CH3:36][C:37]1[CH:38]=[C:39]2[C:43](=[C:44]([NH:46][S:47]([C:50]3[S:51][CH:52]=[CH:53][CH:54]=3)(=[O:49])=[O:48])[CH:45]=1)[NH:42][C:41]([C:55]([NH:57][CH2:58][CH2:59][S:60]C(C1C=CC=CC=1)(C1C=CC=CC=1)C1C=CC=CC=1)=O)=[CH:40]2.C(=O)([O-])O.[Na+]. (2) Given the product [CH2:1]([N:8]1[CH2:9][CH2:10][N:11]([C:14]2[CH:15]=[CH:16][C:17]([NH2:20])=[CH:18][CH:19]=2)[CH2:12][CH2:13]1)[C:2]1[CH:3]=[CH:4][CH:5]=[CH:6][CH:7]=1, predict the reactants needed to synthesize it. The reactants are: [CH2:1]([N:8]1[CH2:13][CH2:12][N:11]([C:14]2[CH:19]=[CH:18][C:17]([N+:20]([O-])=O)=[CH:16][CH:15]=2)[CH2:10][CH2:9]1)[C:2]1[CH:7]=[CH:6][CH:5]=[CH:4][CH:3]=1.C(OCC)(=O)C. (3) The reactants are: [O:1]=[C:2]1[N:11]2[C:6]([CH:7]=[CH:8][CH:9]=[CH:10]2)=[CH:5][CH:4]=[C:3]1[C:12]([O:14][CH2:15][CH3:16])=[O:13].O=P(Cl)(Cl)Cl.O.CN([CH:26]=[O:27])C. Given the product [CH:26]([C:5]1[CH:4]=[C:3]([C:12]([O:14][CH2:15][CH3:16])=[O:13])[C:2](=[O:1])[N:11]2[C:6]=1[CH:7]=[CH:8][CH:9]=[CH:10]2)=[O:27], predict the reactants needed to synthesize it.